From a dataset of NCI-60 drug combinations with 297,098 pairs across 59 cell lines. Regression. Given two drug SMILES strings and cell line genomic features, predict the synergy score measuring deviation from expected non-interaction effect. (1) Drug 1: C1CC(C1)(C(=O)O)C(=O)O.[NH2-].[NH2-].[Pt+2]. Drug 2: C1=CC=C(C(=C1)C(C2=CC=C(C=C2)Cl)C(Cl)Cl)Cl. Cell line: SK-MEL-28. Synergy scores: CSS=3.15, Synergy_ZIP=-0.0354, Synergy_Bliss=4.34, Synergy_Loewe=-2.57, Synergy_HSA=1.02. (2) Drug 1: CN1C(=O)N2C=NC(=C2N=N1)C(=O)N. Drug 2: COCCOC1=C(C=C2C(=C1)C(=NC=N2)NC3=CC=CC(=C3)C#C)OCCOC.Cl. Cell line: RXF 393. Synergy scores: CSS=-0.153, Synergy_ZIP=0.523, Synergy_Bliss=0.360, Synergy_Loewe=-0.211, Synergy_HSA=-1.82. (3) Drug 1: CC1CCC2CC(C(=CC=CC=CC(CC(C(=O)C(C(C(=CC(C(=O)CC(OC(=O)C3CCCCN3C(=O)C(=O)C1(O2)O)C(C)CC4CCC(C(C4)OC)O)C)C)O)OC)C)C)C)OC. Drug 2: CCC1(C2=C(COC1=O)C(=O)N3CC4=CC5=C(C=CC(=C5CN(C)C)O)N=C4C3=C2)O.Cl. Cell line: EKVX. Synergy scores: CSS=9.22, Synergy_ZIP=-0.747, Synergy_Bliss=3.74, Synergy_Loewe=4.28, Synergy_HSA=5.00. (4) Drug 1: C1CCN(CC1)CCOC2=CC=C(C=C2)C(=O)C3=C(SC4=C3C=CC(=C4)O)C5=CC=C(C=C5)O. Drug 2: CC1CCC2CC(C(=CC=CC=CC(CC(C(=O)C(C(C(=CC(C(=O)CC(OC(=O)C3CCCCN3C(=O)C(=O)C1(O2)O)C(C)CC4CCC(C(C4)OC)O)C)C)O)OC)C)C)C)OC. Cell line: ACHN. Synergy scores: CSS=22.5, Synergy_ZIP=-4.98, Synergy_Bliss=-3.62, Synergy_Loewe=-18.7, Synergy_HSA=-4.24. (5) Drug 1: CN(C)N=NC1=C(NC=N1)C(=O)N. Drug 2: CS(=O)(=O)CCNCC1=CC=C(O1)C2=CC3=C(C=C2)N=CN=C3NC4=CC(=C(C=C4)OCC5=CC(=CC=C5)F)Cl. Cell line: HCC-2998. Synergy scores: CSS=-0.646, Synergy_ZIP=0.415, Synergy_Bliss=1.19, Synergy_Loewe=-1.03, Synergy_HSA=-0.839. (6) Drug 1: CC1=C2C(C(=O)C3(C(CC4C(C3C(C(C2(C)C)(CC1OC(=O)C(C(C5=CC=CC=C5)NC(=O)C6=CC=CC=C6)O)O)OC(=O)C7=CC=CC=C7)(CO4)OC(=O)C)O)C)OC(=O)C. Drug 2: C1C(C(OC1N2C=NC(=NC2=O)N)CO)O. Cell line: SK-OV-3. Synergy scores: CSS=10.8, Synergy_ZIP=-9.28, Synergy_Bliss=-15.6, Synergy_Loewe=-36.0, Synergy_HSA=-18.0.